This data is from Full USPTO retrosynthesis dataset with 1.9M reactions from patents (1976-2016). The task is: Predict the reactants needed to synthesize the given product. (1) Given the product [CH3:12][O:15][C:24](=[O:23])[C:2]1[CH:10]=[C:9]([I:25])[CH:8]=[C:4]([CH3:5])[C:3]=1[OH:11], predict the reactants needed to synthesize it. The reactants are: C[C:2]1[CH:10]=[CH:9][CH:8]=[C:4]([C:5](O)=O)[C:3]=1[OH:11].[C:12](=[O:15])([O-])[O-].[K+].[K+].S([O:23][CH3:24])(OC)(=O)=O.[I-:25].[Na+].[OH-].[Na+].Cl[O-].[Na+].S([O-])([O-])(=O)=S.[Na+].[Na+].Cl. (2) The reactants are: [Cl-].O[NH3+:3].[C:4](=[O:7])([O-])[OH:5].[Na+].CS(C)=O.[CH2:13]([C:17]1[N:18]=[C:19]([CH3:51])[N:20]([CH2:39][C:40]2[C:48]3[O:47][C:46]([CH3:50])([CH3:49])[CH2:45][C:44]=3[CH:43]=[CH:42][CH:41]=2)[C:21](=[O:38])[C:22]=1[CH2:23][C:24]1[CH:29]=[CH:28][C:27]([C:30]2[C:31]([C:36]#[N:37])=[CH:32][CH:33]=[CH:34][CH:35]=2)=[CH:26][CH:25]=1)[CH2:14][CH2:15][CH3:16]. Given the product [CH2:13]([C:17]1[N:18]=[C:19]([CH3:51])[N:20]([CH2:39][C:40]2[C:48]3[O:47][C:46]([CH3:50])([CH3:49])[CH2:45][C:44]=3[CH:43]=[CH:42][CH:41]=2)[C:21](=[O:38])[C:22]=1[CH2:23][C:24]1[CH:25]=[CH:26][C:27]([C:30]2[CH:35]=[CH:34][CH:33]=[CH:32][C:31]=2[C:36]2[NH:3][C:4](=[O:7])[O:5][N:37]=2)=[CH:28][CH:29]=1)[CH2:14][CH2:15][CH3:16], predict the reactants needed to synthesize it.